Predict the reaction yield, written as a fraction of the theoretical maximum amount of product (1.0 means a 100% yield; for example, 0.34 means a 34% yield). From a dataset of Reaction yield outcomes from USPTO patents with 853,638 reactions. (1) The reactants are Br[C:2]1[CH:3]=[CH:4][C:5]2[N:6]([C:8]([CH2:11][O:12][C:13]3[C:22]4[C:17](=[CH:18][C:19]([O:23][CH3:24])=[CH:20][CH:21]=4)[N:16]=[CH:15][CH:14]=3)=[N:9][N:10]=2)[CH:7]=1.[CH3:25][N:26](C=O)C. The catalyst is [C-]#N.[Zn+2].[C-]#N.C1(P(C2C=CC=CC=2)[C-]2C=CC=C2)C=CC=CC=1.[C-]1(P(C2C=CC=CC=2)C2C=CC=CC=2)C=CC=C1.[Fe+2].C1C=CC(/C=C/C(/C=C/C2C=CC=CC=2)=O)=CC=1.C1C=CC(/C=C/C(/C=C/C2C=CC=CC=2)=O)=CC=1.C1C=CC(/C=C/C(/C=C/C2C=CC=CC=2)=O)=CC=1.[Pd].[Pd]. The product is [CH3:24][O:23][C:19]1[CH:18]=[C:17]2[C:22]([C:13]([O:12][CH2:11][C:8]3[N:6]4[CH:7]=[C:2]([C:25]#[N:26])[CH:3]=[CH:4][C:5]4=[N:10][N:9]=3)=[CH:14][CH:15]=[N:16]2)=[CH:21][CH:20]=1. The yield is 0.530. (2) The product is [OH:12][C:8]1[CH:9]=[CH:10][C:11]([C:13]2([C:11]3[CH:10]=[CH:9][C:8]([OH:12])=[CH:7][C:6]=3[N:3]([CH2:4][CH3:5])[CH2:1][CH3:2])[C:14]3[C:15](=[CH:19][CH:20]=[CH:21][CH:22]=3)[C:16](=[O:17])[O:18]2)=[C:6]([N:3]([CH2:4][CH3:5])[CH2:1][CH3:2])[CH:7]=1. The catalyst is [Cl-].[Zn+2].[Cl-]. The reactants are [CH2:1]([N:3]([C:6]1[CH:7]=[C:8]([OH:12])[CH:9]=[CH:10][CH:11]=1)[CH2:4][CH3:5])[CH3:2].[C:13]1(=O)[O:18][C:16](=[O:17])[C:15]2=[CH:19][CH:20]=[CH:21][CH:22]=[C:14]12. The yield is 0.930.